Dataset: Full USPTO retrosynthesis dataset with 1.9M reactions from patents (1976-2016). Task: Predict the reactants needed to synthesize the given product. (1) Given the product [Br:1][C:2]1[CH:10]=[C:9]2[C:5]([C:6]([C:19]([NH:21][C:22]3[CH:23]=[N:24][N:25]([C@H:46]([C:40]4[CH:45]=[CH:44][CH:43]=[CH:42][CH:41]=4)[CH2:47][CH3:48])[CH:26]=3)=[O:20])=[N:7][N:8]2[CH2:11][O:12][CH2:13][CH2:14][Si:15]([CH3:18])([CH3:17])[CH3:16])=[CH:4][CH:3]=1, predict the reactants needed to synthesize it. The reactants are: [Br:1][C:2]1[CH:10]=[C:9]2[C:5]([C:6]([C:19]([NH:21][C:22]3[CH:23]=[N:24][NH:25][CH:26]=3)=[O:20])=[N:7][N:8]2[CH2:11][O:12][CH2:13][CH2:14][Si:15]([CH3:18])([CH3:17])[CH3:16])=[CH:4][CH:3]=1.C(P(CCCC)CCCC)CCC.[C:40]1([C@H:46](O)[CH2:47][CH3:48])[CH:45]=[CH:44][CH:43]=[CH:42][CH:41]=1.CN(C(N=NC(N(C)C)=O)=O)C. (2) Given the product [CH2:33]([O:32][CH:27]([CH2:26][C:23]1[CH:24]=[CH:25][C:20]([O:19][CH2:18][CH2:17][N:13]2[C:12]3[CH:35]=[CH:36][C:9]([C:1](=[N:40][O:39][CH3:38])[C:2]4[CH:7]=[CH:6][CH:5]=[CH:4][CH:3]=4)=[CH:10][C:11]=3[S:15][C:14]2=[O:16])=[CH:21][CH:22]=1)[C:28]([O:30][CH3:31])=[O:29])[CH3:34], predict the reactants needed to synthesize it. The reactants are: [C:1]([C:9]1[CH:36]=[CH:35][C:12]2[N:13]([CH2:17][CH2:18][O:19][C:20]3[CH:25]=[CH:24][C:23]([CH2:26][CH:27]([O:32][CH2:33][CH3:34])[C:28]([O:30][CH3:31])=[O:29])=[CH:22][CH:21]=3)[C:14](=[O:16])[S:15][C:11]=2[CH:10]=1)(=O)[C:2]1[CH:7]=[CH:6][CH:5]=[CH:4][CH:3]=1.Cl.[CH3:38][O:39][NH2:40].N1C=CC=CC=1. (3) Given the product [Br:16][CH2:8][C:6]1[CH:5]=[CH:4][C:3](/[CH:9]=[CH:10]/[C:11]([O:13][CH2:14][CH3:15])=[O:12])=[C:2]([F:1])[CH:7]=1, predict the reactants needed to synthesize it. The reactants are: [F:1][C:2]1[CH:7]=[C:6]([CH3:8])[CH:5]=[CH:4][C:3]=1/[CH:9]=[CH:10]/[C:11]([O:13][CH2:14][CH3:15])=[O:12].[Br:16]N1C(=O)CCC1=O. (4) Given the product [CH:16]1([NH:22][C:23](=[S:24])[NH:1][C:2]2[C:10]3[C:5](=[CH:6][CH:7]=[CH:8][CH:9]=3)[NH:4][C:3]=2[C:11]([O:13][CH2:14][CH3:15])=[O:12])[CH2:21][CH2:20][CH2:19][CH2:18][CH2:17]1, predict the reactants needed to synthesize it. The reactants are: [NH2:1][C:2]1[C:10]2[C:5](=[CH:6][CH:7]=[CH:8][CH:9]=2)[NH:4][C:3]=1[C:11]([O:13][CH2:14][CH3:15])=[O:12].[CH:16]1([N:22]=[C:23]=[S:24])[CH2:21][CH2:20][CH2:19][CH2:18][CH2:17]1. (5) Given the product [C:1]([O:5][C:6]([N:8]1[CH2:12][CH2:11][C@@H:10]([O:13][C:38](=[O:39])[CH2:37][Cl:36])[C@H:9]1[CH2:14][N:15]1[C:23]2[CH:22]=[CH:21][C:20]([C:24]#[N:25])=[CH:19][C:18]=2[C:17]2[CH2:26][C@H:27]([NH:29][C:30]([O:32][CH:33]([CH3:35])[CH3:34])=[O:31])[CH2:28][C:16]1=2)=[O:7])([CH3:4])([CH3:3])[CH3:2], predict the reactants needed to synthesize it. The reactants are: [C:1]([O:5][C:6]([N:8]1[CH2:12][CH2:11][C@H:10]([OH:13])[C@H:9]1[CH2:14][N:15]1[C:23]2[CH:22]=[CH:21][C:20]([C:24]#[N:25])=[CH:19][C:18]=2[C:17]2[CH2:26][C@H:27]([NH:29][C:30]([O:32][CH:33]([CH3:35])[CH3:34])=[O:31])[CH2:28][C:16]1=2)=[O:7])([CH3:4])([CH3:3])[CH3:2].[Cl:36][CH2:37][C:38](O)=[O:39].C1(P(C2C=CC=CC=2)C2C=CC=CC=2)C=CC=CC=1.N(C(OCC)=O)=NC(OCC)=O. (6) Given the product [CH2:18]([O:20][C:21](=[O:47])[CH2:22][C:23]1([C:26]2[CH:27]=[CH:28][C:29]([C:32]3[CH:37]=[CH:36][C:35]([C:2]4[C:3]([CH:7]([OH:17])[CH2:8][CH2:9][CH2:10][C:11]5[CH:16]=[CH:15][CH:14]=[CH:13][CH:12]=5)=[CH:4][S:5][CH:6]=4)=[CH:34][CH:33]=3)=[CH:30][CH:31]=2)[CH2:24][CH2:25]1)[CH3:19], predict the reactants needed to synthesize it. The reactants are: Br[C:2]1[C:3]([CH:7]([OH:17])[CH2:8][CH2:9][CH2:10][C:11]2[CH:16]=[CH:15][CH:14]=[CH:13][CH:12]=2)=[CH:4][S:5][CH:6]=1.[CH2:18]([O:20][C:21](=[O:47])[CH2:22][C:23]1([C:26]2[CH:31]=[CH:30][C:29]([C:32]3[CH:37]=[CH:36][C:35](B4OC(C)(C)C(C)(C)O4)=[CH:34][CH:33]=3)=[CH:28][CH:27]=2)[CH2:25][CH2:24]1)[CH3:19]. (7) Given the product [CH3:40][S:37]([O:36][CH2:35][CH2:34][CH2:33][C:30]1[CH:29]=[CH:28][C:27]([O:26][C:19]2([C:20]([O:22][CH3:23])=[O:21])[CH2:18][CH2:2][CH2:25][CH2:24]2)=[CH:32][CH:31]=1)(=[O:38])=[O:39], predict the reactants needed to synthesize it. The reactants are: O[CH2:2]CCC1C=CC(O)=CC=1.C1(=O)CCCC1.[CH3:18][C:19]([O:26][C:27]1[CH:32]=[CH:31][C:30]([CH2:33][CH2:34][CH2:35][O:36][S:37]([CH3:40])(=[O:39])=[O:38])=[CH:29][CH:28]=1)([CH2:24][CH3:25])[C:20]([O:22][CH3:23])=[O:21].